This data is from Forward reaction prediction with 1.9M reactions from USPTO patents (1976-2016). The task is: Predict the product of the given reaction. (1) Given the reactants [CH:1]1(Br)[CH2:3][CH2:2]1.[Mg:5].[Br:6][C:7]1[CH:14]=[CH:13][C:10]([CH:11]=[O:12])=[CH:9][CH:8]=1.[Cl-].[NH4+], predict the reaction product. The product is: [CH:1]1([Mg:5][Br:6])[CH2:3][CH2:2]1.[Br:6][C:7]1[CH:14]=[CH:13][C:10]([CH:11]([CH:1]2[CH2:3][CH2:2]2)[OH:12])=[CH:9][CH:8]=1. (2) Given the reactants [C:1]([O:5][C:6](=[O:17])[NH:7][C:8]1[CH:13]=[C:12]([CH3:14])[C:11]([Cl:15])=[CH:10][C:9]=1[NH2:16])([CH3:4])([CH3:3])[CH3:2].C([O:22][C:23](=O)[CH2:24][C:25]([C:27]1[CH:32]=[CH:31][CH:30]=[C:29]([C:33]2[CH:34]=[N:35][C:36]([CH2:39][CH3:40])=[CH:37][CH:38]=2)[CH:28]=1)=[O:26])(C)(C)C, predict the reaction product. The product is: [C:1]([O:5][C:6](=[O:17])[NH:7][C:8]1[CH:13]=[C:12]([CH3:14])[C:11]([Cl:15])=[CH:10][C:9]=1[NH:16][C:23](=[O:22])[CH2:24][C:25]([C:27]1[CH:32]=[CH:31][CH:30]=[C:29]([C:33]2[CH:34]=[N:35][C:36]([CH2:39][CH3:40])=[CH:37][CH:38]=2)[CH:28]=1)=[O:26])([CH3:4])([CH3:2])[CH3:3]. (3) Given the reactants [F:1][C:2]1[CH:7]=[CH:6][CH:5]=[C:4]([F:8])[C:3]=1[N:9]1[C:14]2=[N:15][C:16]([S:27][CH3:28])=[N:17][C:18]([C:19]3[CH:24]=[CH:23][C:22]([F:25])=[CH:21][C:20]=3[CH3:26])=[C:13]2[CH2:12][NH:11][C:10]1=[O:29].[OH:30]OS([O-])=O.[K+], predict the reaction product. The product is: [F:8][C:4]1[CH:5]=[CH:6][CH:7]=[C:2]([F:1])[C:3]=1[N:9]1[C:14]2=[N:15][C:16]([S:27]([CH3:28])=[O:30])=[N:17][C:18]([C:19]3[CH:24]=[CH:23][C:22]([F:25])=[CH:21][C:20]=3[CH3:26])=[C:13]2[CH2:12][NH:11][C:10]1=[O:29]. (4) Given the reactants Cl.Cl.Cl.[F:4][C:5]1[CH:29]=[CH:28][CH:27]=[CH:26][C:6]=1[CH2:7][C:8]1[N:12]2[N:13]=[CH:14][CH:15]=[CH:16][C:11]2=[C:10]([C:17]2[N:22]=[C:21]([NH2:23])[C:20]([NH2:24])=[C:19]([NH2:25])[N:18]=2)[N:9]=1.Cl[C:31]([O:33][CH3:34])=[O:32], predict the reaction product. The product is: [CH:31]([OH:33])=[O:32].[NH2:25][C:19]1[C:20]([NH:24][C:31](=[O:32])[O:33][CH3:34])=[C:21]([NH2:23])[N:22]=[C:17]([C:10]2[N:9]=[C:8]([CH2:7][C:6]3[CH:26]=[CH:27][CH:28]=[CH:29][C:5]=3[F:4])[N:12]3[C:11]=2[CH:16]=[CH:15][CH:14]=[N:13]3)[N:18]=1. (5) Given the reactants [NH2:1][C:2]([NH2:4])=[S:3].[C:5]1([CH3:17])[CH:10]=[CH:9][C:8]([S:11](N=C=O)(=[O:13])=[O:12])=[CH:7][CH:6]=1, predict the reaction product. The product is: [C:5]1([CH3:17])[CH:10]=[CH:9][C:8]([S:11]([NH:1][C:2]([NH2:4])=[S:3])(=[O:13])=[O:12])=[CH:7][CH:6]=1. (6) Given the reactants Cl[C:2]1[N:7]=[C:6]([N:8]([CH2:11][CH3:12])[CH2:9][CH3:10])[CH:5]=[C:4]([C:13]([F:16])([F:15])[F:14])[CH:3]=1.[C:17]([Zn]C#N)#[N:18], predict the reaction product. The product is: [CH2:9]([N:8]([CH2:11][CH3:12])[C:6]1[N:7]=[C:2]([C:17]#[N:18])[CH:3]=[C:4]([C:13]([F:16])([F:15])[F:14])[CH:5]=1)[CH3:10]. (7) Given the reactants [CH3:1][C:2]([CH3:21])([CH3:20])[CH2:3][CH2:4][C:5]1[CH:15]=[C:14]([C:16]([F:19])([F:18])[F:17])[CH:13]=[CH:12][C:6]=1[CH2:7][NH:8][C:9]([NH2:11])=[O:10].C(Cl)(Cl)Cl.C[C:27]1(C)C2C(=C(P(C3C=CC=CC=3)C3C=CC=CC=3)C=CC=2)O[C:29]2[C:30](P(C3C=CC=CC=3)C3C=CC=CC=3)=[CH:31][CH:32]=[CH:33][C:28]1=2.[C:68]([O-])([O-])=O.[Cs+].[Cs+].[N:74]#[N:75], predict the reaction product. The product is: [CH3:1][C:2]([CH3:21])([CH3:20])[CH2:3][CH2:4][C:5]1[CH:15]=[C:14]([C:16]([F:17])([F:18])[F:19])[CH:13]=[CH:12][C:6]=1[CH2:7][NH:8][C:9]([NH:11][C:29]1[CH:30]=[CH:31][CH:32]=[C:33]2[C:28]=1[CH:27]=[N:74][N:75]2[CH3:68])=[O:10].